Dataset: Catalyst prediction with 721,799 reactions and 888 catalyst types from USPTO. Task: Predict which catalyst facilitates the given reaction. (1) Reactant: [F:1][C:2]1[CH:3]=[C:4]([C:9]2([CH2:32][OH:33])[CH2:14][CH2:13][CH2:12][N:11]3[C:15]([C:18]4[CH:23]=[CH:22][C:21]([C:24]5[O:28][C:27]([CH3:29])=[N:26][CH:25]=5)=[C:20]([O:30][CH3:31])[CH:19]=4)=[N:16][N:17]=[C:10]23)[CH:5]=[CH:6][C:7]=1[F:8].[H-].[Na+].[CH3:36]I.[Cl-].[NH4+]. Product: [F:1][C:2]1[CH:3]=[C:4]([C:9]2([CH2:32][O:33][CH3:36])[CH2:14][CH2:13][CH2:12][N:11]3[C:15]([C:18]4[CH:23]=[CH:22][C:21]([C:24]5[O:28][C:27]([CH3:29])=[N:26][CH:25]=5)=[C:20]([O:30][CH3:31])[CH:19]=4)=[N:16][N:17]=[C:10]23)[CH:5]=[CH:6][C:7]=1[F:8]. The catalyst class is: 3. (2) Reactant: [Br:1][C:2]1[CH:3]=[CH:4][C:5]2[O:14][C:13]3[C:12](=[O:15])[NH:11][C:10]([CH2:16][N:17]4[CH2:21][CH2:20][CH:19]([C:22](OCC)=[O:23])[CH2:18]4)=[N:9][C:8]=3[C:6]=2[CH:7]=1.[NH3:27]. Product: [Br:1][C:2]1[CH:3]=[CH:4][C:5]2[O:14][C:13]3[C:12](=[O:15])[NH:11][C:10]([CH2:16][N:17]4[CH2:21][CH2:20][CH:19]([C:22]([NH2:27])=[O:23])[CH2:18]4)=[N:9][C:8]=3[C:6]=2[CH:7]=1. The catalyst class is: 357.